From a dataset of Reaction yield outcomes from USPTO patents with 853,638 reactions. Predict the reaction yield, written as a fraction of the theoretical maximum amount of product (1.0 means a 100% yield; for example, 0.34 means a 34% yield). (1) The reactants are [N+:1]([C:4]1[CH:9]=[CH:8][C:7]([O:10]N)=[CH:6][CH:5]=1)([O-:3])=[O:2].[OH:12][C:13]1[CH:18]=[CH:17][C:16]([C:19](=[O:27])[CH2:20][C:21](=O)[CH2:22][CH2:23][CH2:24][CH3:25])=[CH:15][CH:14]=1. The catalyst is C(O)(=O)C. The product is [CH2:22]([C:21]1[O:10][C:7]2[CH:8]=[CH:9][C:4]([N+:1]([O-:3])=[O:2])=[CH:5][C:6]=2[C:20]=1[C:19](=[O:27])[C:16]1[CH:17]=[CH:18][C:13]([OH:12])=[CH:14][CH:15]=1)[CH2:23][CH2:24][CH3:25]. The yield is 0.800. (2) The reactants are OS(O)(=O)=O.N[C:7]1[C:12]([CH3:13])=[CH:11][CH:10]=[CH:9][N:8]=1.[N+:14]([O-])([OH:16])=[O:15].[OH:18]S(O)(=O)=O.[N+]([O-])(O)=O. The catalyst is O. The product is [CH3:13][C:12]1[C:7]([OH:18])=[N:8][CH:9]=[C:10]([N+:14]([O-:16])=[O:15])[CH:11]=1. The yield is 0.750. (3) The yield is 0.950. No catalyst specified. The product is [CH:18]1([NH:17][C:13]2[N:12]=[C:11]([C:10]3[C:9]([C:21]4[CH:22]=[CH:23][C:24]([O:27][CH3:28])=[CH:25][CH:26]=4)=[N:8][N:7]4[C:2]([NH:33][CH2:32][CH2:31][O:30][CH3:29])=[CH:3][CH:4]=[CH:5][C:6]=34)[CH:16]=[CH:15][N:14]=2)[CH2:19][CH2:20]1. The reactants are Cl[C:2]1[N:7]2[N:8]=[C:9]([C:21]3[CH:26]=[CH:25][C:24]([O:27][CH3:28])=[CH:23][CH:22]=3)[C:10]([C:11]3[CH:16]=[CH:15][N:14]=[C:13]([NH:17][CH:18]4[CH2:20][CH2:19]4)[N:12]=3)=[C:6]2[CH:5]=[CH:4][CH:3]=1.[CH3:29][O:30][CH2:31][CH2:32][NH2:33]. (4) The reactants are [N:1]([CH2:4][CH2:5][CH2:6][C:7]1([C:25]2[CH:30]=[CH:29][CH:28]=[CH:27][CH:26]=2)[N:11]([C:12]2[S:13][CH:14]=[N:15][N:16]=2)[N:10]=[C:9]([C:17]2[CH:22]=[C:21]([F:23])[CH:20]=[CH:19][C:18]=2[F:24])[S:8]1)=[N+:2]=[N-:3].[Br:31]N1C(=O)CCC1=O. The catalyst is C(#N)C. The product is [N:1]([CH2:4][CH2:5][CH2:6][C:7]1([C:25]2[CH:30]=[CH:29][CH:28]=[CH:27][CH:26]=2)[N:11]([C:12]2[S:13][C:14]([Br:31])=[N:15][N:16]=2)[N:10]=[C:9]([C:17]2[CH:22]=[C:21]([F:23])[CH:20]=[CH:19][C:18]=2[F:24])[S:8]1)=[N+:2]=[N-:3]. The yield is 0.930. (5) The reactants are [F:1][C:2]1[CH:7]=[CH:6][C:5]([C:8]2[C:9]3[C:10](=[N:27][N:28]([CH2:30][CH2:31][N:32]4C(=O)C5=CC=CC=C5C4=O)[CH:29]=3)[N:11]=[C:12]([C:20]3[CH:25]=[CH:24][C:23]([F:26])=[CH:22][CH:21]=3)[C:13]=2[C:14]2[CH:19]=[CH:18][N:17]=[CH:16][CH:15]=2)=[CH:4][CH:3]=1.O.NN.O.CCOC(C)=O. The catalyst is CCO. The product is [NH2:32][CH2:31][CH2:30][N:28]1[CH:29]=[C:9]2[C:10]([N:11]=[C:12]([C:20]3[CH:21]=[CH:22][C:23]([F:26])=[CH:24][CH:25]=3)[C:13]([C:14]3[CH:19]=[CH:18][N:17]=[CH:16][CH:15]=3)=[C:8]2[C:5]2[CH:6]=[CH:7][C:2]([F:1])=[CH:3][CH:4]=2)=[N:27]1. The yield is 0.830. (6) The yield is 0.790. The reactants are [Li+].CC([N-]C(C)C)C.[Cl:9][C:10]1[CH:15]=[C:14]([CH3:16])[CH:13]=[C:12]([C:17]2[CH:22]=[CH:21][C:20]([C:23]([F:26])([F:25])[F:24])=[CH:19][CH:18]=2)[N:11]=1.[C:27](=O)([O:30]C)[O:28][CH3:29]. No catalyst specified. The product is [CH3:29][O:28][C:27](=[O:30])[CH2:16][C:14]1[CH:13]=[C:12]([C:17]2[CH:18]=[CH:19][C:20]([C:23]([F:24])([F:25])[F:26])=[CH:21][CH:22]=2)[N:11]=[C:10]([Cl:9])[CH:15]=1.